This data is from Forward reaction prediction with 1.9M reactions from USPTO patents (1976-2016). The task is: Predict the product of the given reaction. (1) Given the reactants O=P(Cl)(Cl)Cl.[I:6][C:7]1[CH:8]=[C:9]([CH:13]([NH:24][CH:25]=O)[S:14]([C:17]2[CH:22]=[CH:21][C:20]([CH3:23])=[CH:19][CH:18]=2)(=[O:16])=[O:15])[CH:10]=[CH:11][CH:12]=1.CCN(CC)CC.CCOC(C)=O, predict the reaction product. The product is: [CH3:23][C:20]1[CH:21]=[CH:22][C:17]([S:14]([CH:13]([C:9]2[CH:10]=[CH:11][CH:12]=[C:7]([I:6])[CH:8]=2)[N+:24]#[C-:25])(=[O:16])=[O:15])=[CH:18][CH:19]=1. (2) Given the reactants [O:1]=[C:2]1[CH2:6][C:5]2([CH2:11][CH2:10][CH:9]([C:12]([OH:14])=O)[CH2:8][CH2:7]2)[CH2:4][N:3]1[C:15]1[CH:20]=[CH:19][CH:18]=[CH:17][CH:16]=1.[F:21][C:22]([F:32])([F:31])[C:23]1[CH:28]=[CH:27][C:26]([NH2:29])=[C:25]([NH2:30])[CH:24]=1.CCN=C=NCCCN(C)C, predict the reaction product. The product is: [NH2:29][C:26]1[CH:27]=[CH:28][C:23]([C:22]([F:21])([F:31])[F:32])=[CH:24][C:25]=1[NH:30][C:12]([CH:9]1[CH2:10][CH2:11][C:5]2([CH2:4][N:3]([C:15]3[CH:16]=[CH:17][CH:18]=[CH:19][CH:20]=3)[C:2](=[O:1])[CH2:6]2)[CH2:7][CH2:8]1)=[O:14]. (3) Given the reactants Br[C:2]1[N:7]=[C:6]2[N:8]([C@H:12]([C:14]3[CH:19]=[CH:18][CH:17]=[CH:16][CH:15]=3)[CH3:13])[C:9]([OH:11])=[N:10][C:5]2=[N:4][CH:3]=1.CN1C[CH2:24][CH2:23][C:22]1=O.C(N(CC)CC)C.C([Sn](CCCC)(CCCC)/C=C/C)CCC, predict the reaction product. The product is: [C:14]1([C@@H:12]([N:8]2[C:6]3=[N:7][C:2](/[CH:22]=[CH:23]/[CH3:24])=[CH:3][N:4]=[C:5]3[N:10]=[C:9]2[OH:11])[CH3:13])[CH:19]=[CH:18][CH:17]=[CH:16][CH:15]=1. (4) Given the reactants [CH2:1]([O:3][C:4](=[O:12])[C:5]1[CH:10]=[CH:9][C:8](Br)=[CH:7][CH:6]=1)[CH3:2].C(O)C.C(=O)([O-])[O-].[K+].[K+].[Cl:22][C:23]1[CH:28]=[CH:27][CH:26]=[CH:25][C:24]=1B(O)O, predict the reaction product. The product is: [CH2:1]([O:3][C:4]([C:5]1[CH:10]=[CH:9][C:8]([C:24]2[CH:25]=[CH:26][CH:27]=[CH:28][C:23]=2[Cl:22])=[CH:7][CH:6]=1)=[O:12])[CH3:2]. (5) Given the reactants O.FC(F)(F)C(O)=O.[F:9][C:10]1[CH:15]=[CH:14][C:13]([C:16]2[CH:21]=[CH:20][C:19]([CH:22]([NH:29][CH2:30][CH2:31][NH:32]C(=O)OC(C)(C)C)[C:23]3[CH:28]=[CH:27][N:26]=[CH:25][CH:24]=3)=[CH:18][CH:17]=2)=[C:12]([O:40][CH3:41])[CH:11]=1, predict the reaction product. The product is: [F:9][C:10]1[CH:15]=[CH:14][C:13]([C:16]2[CH:17]=[CH:18][C:19]([CH:22]([C:23]3[CH:28]=[CH:27][N:26]=[CH:25][CH:24]=3)[NH:29][CH2:30][CH2:31][NH2:32])=[CH:20][CH:21]=2)=[C:12]([O:40][CH3:41])[CH:11]=1. (6) Given the reactants CC(C)([O-])C.[K+].[F:7]/[C:8](/[C:16]1[CH:21]=[CH:20][C:19]([O:22][C:23]([F:26])([F:25])[F:24])=[CH:18][CH:17]=1)=[CH:9]\[C:10]1[CH:14]=[C:13]([CH3:15])[NH:12][N:11]=1.CS(O[CH2:32][C:33]1[CH:38]=[CH:37][CH:36]=[C:35]([C:39]([N:41]2[CH2:45][CH2:44][CH2:43][CH2:42]2)=[O:40])[CH:34]=1)(=O)=O, predict the reaction product. The product is: [F:7]/[C:8](/[C:16]1[CH:21]=[CH:20][C:19]([O:22][C:23]([F:25])([F:24])[F:26])=[CH:18][CH:17]=1)=[CH:9]\[C:10]1[CH:14]=[C:13]([CH3:15])[N:12]([CH2:32][C:33]2[CH:34]=[C:35]([C:39]([N:41]3[CH2:45][CH2:44][CH2:43][CH2:42]3)=[O:40])[CH:36]=[CH:37][CH:38]=2)[N:11]=1. (7) Given the reactants [N:1]1([C:6]2[CH:11]=[CH:10][C:9]([CH2:12][C@@H:13]([NH:17]C(=O)OC(C)(C)C)[C:14]([NH2:16])=[O:15])=[CH:8][CH:7]=2)[CH:5]=[CH:4][N:3]=[CH:2]1.CC[NH+](CC)CC.CC[NH+](CC)CC.C([O-])([O-])=O, predict the reaction product. The product is: [N:1]1([C:6]2[CH:7]=[CH:8][C:9]([CH2:12][C@@H:13]([NH2:17])[C:14]([NH2:16])=[O:15])=[CH:10][CH:11]=2)[CH:5]=[CH:4][N:3]=[CH:2]1. (8) The product is: [OH:2][C:3]1[C:8]([C:9]2[CH:10]=[CH:11][C:12]3[C:13]4[NH:27][N:26]=[CH:25][C:14]=4[C:15](=[O:24])[N:16]([CH2:19][C:20]([F:23])([F:21])[F:22])[C:17]=3[CH:18]=2)=[CH:7][CH:6]=[CH:5][N:4]=1. Given the reactants C[O:2][C:3]1[C:8]([C:9]2[CH:10]=[CH:11][C:12]3[C:13]4[N:27](C5CCCCO5)[N:26]=[CH:25][C:14]=4[C:15](=[O:24])[N:16]([CH2:19][C:20]([F:23])([F:22])[F:21])[C:17]=3[CH:18]=2)=[CH:7][CH:6]=[CH:5][N:4]=1.COC1C(C2C=CC3C4NN(C5CCCCO5)CC=4C(=O)N(CC(F)(F)F)C=3C=2)=CC=CN=1.Cl.O1CCOCC1.C(OC(C)C)(C)C, predict the reaction product.